Dataset: Buchwald-Hartwig C-N cross coupling reaction yields with 55,370 reactions. Task: Predict the reaction yield, written as a fraction of the theoretical maximum amount of product (1.0 means a 100% yield; for example, 0.34 means a 34% yield). (1) The reactants are Ic1cccnc1.Cc1ccc(N)cc1.O=S(=O)(O[Pd]1c2ccccc2-c2ccccc2N~1)C(F)(F)F.CC(C)c1cc(C(C)C)c(-c2ccccc2P(C(C)(C)C)C(C)(C)C)c(C(C)C)c1.CCN=P(N=P(N(C)C)(N(C)C)N(C)C)(N(C)C)N(C)C.CCOC(=O)c1ccon1. No catalyst specified. The product is Cc1ccc(Nc2cccnc2)cc1. The yield is 0.0117. (2) The reactants are CCc1ccc(Cl)cc1.Cc1ccc(N)cc1.O=S(=O)(O[Pd]1c2ccccc2-c2ccccc2N~1)C(F)(F)F.CC(C)c1cc(C(C)C)c(-c2ccccc2P(C(C)(C)C)C(C)(C)C)c(C(C)C)c1.CCN=P(N=P(N(C)C)(N(C)C)N(C)C)(N(C)C)N(C)C.CCOC(=O)c1cc(C)no1. No catalyst specified. The product is CCc1ccc(Nc2ccc(C)cc2)cc1. The yield is 0.00705. (3) The reactants are FC(F)(F)c1ccc(I)cc1.Cc1ccc(N)cc1.O=S(=O)(O[Pd]1c2ccccc2-c2ccccc2N~1)C(F)(F)F.CC(C)c1cc(C(C)C)c(-c2ccccc2P(C2CCCCC2)C2CCCCC2)c(C(C)C)c1.CN(C)C(=NC(C)(C)C)N(C)C.c1ccc(-c2cnoc2)cc1. No catalyst specified. The product is Cc1ccc(Nc2ccc(C(F)(F)F)cc2)cc1. The yield is 0.386.